Predict the reaction yield, written as a fraction of the theoretical maximum amount of product (1.0 means a 100% yield; for example, 0.34 means a 34% yield). From a dataset of Reaction yield outcomes from USPTO patents with 853,638 reactions. (1) The reactants are [CH3:1][O:2][C:3]1[N:8]=[CH:7][C:6]([NH:9][C:10]2[C:17]([C:18]3[N:26]=[C:25]([CH3:27])[N:24]=[C:23]4[C:19]=3[N:20]=[CH:21][N:22]4C3CCCCO3)=[CH:16][C:13]([CH:14]=O)=[CH:12][N:11]=2)=[CH:5][CH:4]=1.[C:34]([NH2:38])([CH3:37])([CH3:36])[CH3:35].[BH4-].[Na+].Cl.C(O)(C(F)(F)F)=O. The catalyst is C(Cl)Cl.C(O)C.CO.C(O[Ti](OC(C)C)(OC(C)C)OC(C)C)(C)C. The product is [C:34]([NH:38][CH2:14][C:13]1[CH:16]=[C:17]([C:18]2[N:26]=[C:25]([CH3:27])[N:24]=[C:23]3[C:19]=2[N:20]=[CH:21][NH:22]3)[C:10]([NH:9][C:6]2[CH:7]=[N:8][C:3]([O:2][CH3:1])=[CH:4][CH:5]=2)=[N:11][CH:12]=1)([CH3:37])([CH3:36])[CH3:35]. The yield is 0.430. (2) The reactants are [CH3:1][O:2][C:3]1[CH:8]=[CH:7][N:6]=[C:5]([NH2:9])[CH:4]=1.[Al](Cl)(C)C.[CH3:14][N:15]([CH3:42])[S:16]([C:19]1[CH:40]=[CH:39][C:22]([O:23][C:24]2[C:29]3[CH:30]=[C:31]([CH3:33])[O:32][C:28]=3[CH:27]=[C:26]([C:34](OCC)=[O:35])[CH:25]=2)=[CH:21][C:20]=1[F:41])(=[O:18])=[O:17]. The catalyst is ClCCCl.C(Cl)Cl. The product is [CH3:42][N:15]([CH3:14])[S:16]([C:19]1[CH:40]=[CH:39][C:22]([O:23][C:24]2[C:29]3[CH:30]=[C:31]([CH3:33])[O:32][C:28]=3[CH:27]=[C:26]([C:34]([NH:9][C:5]3[CH:4]=[C:3]([O:2][CH3:1])[CH:8]=[CH:7][N:6]=3)=[O:35])[CH:25]=2)=[CH:21][C:20]=1[F:41])(=[O:17])=[O:18]. The yield is 0.930.